This data is from Aqueous solubility values for 9,982 compounds from the AqSolDB database. The task is: Regression/Classification. Given a drug SMILES string, predict its absorption, distribution, metabolism, or excretion properties. Task type varies by dataset: regression for continuous measurements (e.g., permeability, clearance, half-life) or binary classification for categorical outcomes (e.g., BBB penetration, CYP inhibition). For this dataset (solubility_aqsoldb), we predict Y. (1) The compound is CCCCCCCCCCC1CO1. The Y is -5.92 log mol/L. (2) The drug is C[Si](C)(C)CCN. The Y is -1.81 log mol/L. (3) The compound is CCCCC(C)CC. The Y is -5.16 log mol/L. (4) The molecule is O=S(=O)(c1ccc(O)cc1)c1ccc(O)cc1. The Y is -2.36 log mol/L. (5) The molecule is CCCCCC(=O)OCN1C(=O)NC(c2ccccc2)(c2ccccc2)C1=O. The Y is -5.89 log mol/L.